Dataset: Catalyst prediction with 721,799 reactions and 888 catalyst types from USPTO. Task: Predict which catalyst facilitates the given reaction. (1) Reactant: [B:1]([O:4][B:1]([OH:4])[OH:2])(O)[OH:2].O[C:9]([C:12](O)([CH3:14])[CH3:13])([CH3:11])[CH3:10].O[C:9]([C:12](O)([CH3:14])[CH3:13])([CH3:11])[CH3:10].C([O-])(=O)C.[K+].Br[C:30]1[CH:35]=[CH:34][C:33]([S:36]([N:39]([CH2:41][CH2:42][O:43][Si:44]([C:47]([CH3:50])([CH3:49])[CH3:48])([CH3:46])[CH3:45])[CH3:40])(=[O:38])=[O:37])=[CH:32][CH:31]=1.O. Product: [Si:44]([O:43][CH2:42][CH2:41][N:39]([CH3:40])[S:36]([C:33]1[CH:34]=[CH:35][C:30]([B:1]2[O:4][C:9]([CH3:11])([CH3:10])[C:12]([CH3:14])([CH3:13])[O:2]2)=[CH:31][CH:32]=1)(=[O:38])=[O:37])([C:47]([CH3:50])([CH3:49])[CH3:48])([CH3:45])[CH3:46]. The catalyst class is: 12. (2) Reactant: [CH3:1][N:2]([CH3:18])[C:3](=[O:17])[NH:4][C:5]1[CH:6]=[CH:7][C:8]2[N:9]([CH:11]=[C:12]([C:14]([OH:16])=O)[N:13]=2)[CH:10]=1.[NH2:19][C@@H:20]([CH3:37])[CH2:21][N:22]1[CH:26]=[CH:25][C:24]([C:27]2[CH:34]=[C:33]([F:35])[C:30]([C:31]#[N:32])=[C:29]([Cl:36])[CH:28]=2)=[N:23]1.CN(C(ON1N=NC2C=CC=CC1=2)=[N+](C)C)C.F[P-](F)(F)(F)(F)F. Product: [Cl:36][C:29]1[CH:28]=[C:27]([C:24]2[CH:25]=[CH:26][N:22]([CH2:21][C@@H:20]([NH:19][C:14]([C:12]3[N:13]=[C:8]4[CH:7]=[CH:6][C:5]([NH:4][C:3]([N:2]([CH3:1])[CH3:18])=[O:17])=[CH:10][N:9]4[CH:11]=3)=[O:16])[CH3:37])[N:23]=2)[CH:34]=[C:33]([F:35])[C:30]=1[C:31]#[N:32]. The catalyst class is: 3.